Dataset: Forward reaction prediction with 1.9M reactions from USPTO patents (1976-2016). Task: Predict the product of the given reaction. (1) Given the reactants [NH2:1][C@@H:2]([CH:5]([CH3:7])[CH3:6])[CH2:3][OH:4].C1(N)CCC1.Cl[C:14]1[C:15]2[CH:34]=[CH:33][NH:32][C:16]=2[N:17]=[C:18]([NH:20][C:21]2[CH:22]=[C:23]([NH:27][S:28]([CH3:31])(=[O:30])=[O:29])[CH:24]=[CH:25][CH:26]=2)[N:19]=1.ClC1N=C(NC2C=C(NS(C)(=O)=O)C=CC=2)N=C2C=1N=CN2, predict the reaction product. The product is: [OH:4][CH2:3][C@@H:2]([NH:1][C:14]1[C:15]2[CH:34]=[CH:33][NH:32][C:16]=2[N:17]=[C:18]([NH:20][C:21]2[CH:22]=[C:23]([NH:27][S:28]([CH3:31])(=[O:30])=[O:29])[CH:24]=[CH:25][CH:26]=2)[N:19]=1)[CH:5]([CH3:7])[CH3:6]. (2) Given the reactants [N:1]1([C:6]2[CH:31]=[CH:30][C:9]([CH2:10][N:11]3[C:19]([S:20][CH3:21])=[C:18]4[C:13]([N:14]([CH2:25][C:26]([CH3:29])([CH3:28])[CH3:27])[C:15](=[O:24])[N:16]([CH3:23])[C:17]4=[O:22])=[N:12]3)=[CH:8][CH:7]=2)[CH:5]=[N:4][CH:3]=[N:2]1.[OH:32]OS([O-])=O.[K+], predict the reaction product. The product is: [N:1]1([C:6]2[CH:31]=[CH:30][C:9]([CH2:10][N:11]3[C:19]([S:20]([CH3:21])=[O:32])=[C:18]4[C:13]([N:14]([CH2:25][C:26]([CH3:28])([CH3:27])[CH3:29])[C:15](=[O:24])[N:16]([CH3:23])[C:17]4=[O:22])=[N:12]3)=[CH:8][CH:7]=2)[CH:5]=[N:4][CH:3]=[N:2]1. (3) Given the reactants [NH2:1][C:2]1[N:3]([CH3:30])[C:4](=[O:29])[C@@:5]([C:17]2[CH:18]=[C:19]([NH:23][C:24](=[O:28])[CH2:25][O:26][CH3:27])[CH:20]=[CH:21][CH:22]=2)([C:7]2[CH:12]=[CH:11][C:10]([O:13][CH:14]([F:16])[F:15])=[CH:9][CH:8]=2)[N:6]=1, predict the reaction product. The product is: [NH2:1][C:2]1[N:3]([CH3:30])[C:4](=[O:29])[C@:5]([C:17]2[CH:18]=[C:19]([NH:23][C:24](=[O:28])[CH2:25][O:26][CH3:27])[CH:20]=[CH:21][CH:22]=2)([C:7]2[CH:8]=[CH:9][C:10]([O:13][CH:14]([F:16])[F:15])=[CH:11][CH:12]=2)[N:6]=1. (4) Given the reactants [Br:1][C:2]1[CH:3]=[C:4]([CH2:9][OH:10])[CH:5]=[CH:6][C:7]=1[F:8].O[C:12]1[CH:17]=[CH:16][CH:15]=[CH:14][C:13]=1[CH2:18][C:19]([O:21][CH3:22])=[O:20], predict the reaction product. The product is: [Br:1][C:2]1[CH:3]=[C:4]([CH:5]=[CH:6][C:7]=1[F:8])[CH2:9][O:10][C:12]1[CH:17]=[CH:16][CH:15]=[CH:14][C:13]=1[CH2:18][C:19]([O:21][CH3:22])=[O:20].